The task is: Regression. Given two drug SMILES strings and cell line genomic features, predict the synergy score measuring deviation from expected non-interaction effect.. This data is from NCI-60 drug combinations with 297,098 pairs across 59 cell lines. (1) Drug 1: CC1OCC2C(O1)C(C(C(O2)OC3C4COC(=O)C4C(C5=CC6=C(C=C35)OCO6)C7=CC(=C(C(=C7)OC)O)OC)O)O. Drug 2: CS(=O)(=O)CCNCC1=CC=C(O1)C2=CC3=C(C=C2)N=CN=C3NC4=CC(=C(C=C4)OCC5=CC(=CC=C5)F)Cl. Cell line: SR. Synergy scores: CSS=79.2, Synergy_ZIP=9.31, Synergy_Bliss=9.04, Synergy_Loewe=-0.111, Synergy_HSA=9.88. (2) Drug 1: C1=CC(=CC=C1CCC2=CNC3=C2C(=O)NC(=N3)N)C(=O)NC(CCC(=O)O)C(=O)O. Drug 2: C1CCC(C(C1)N)N.C(=O)(C(=O)[O-])[O-].[Pt+4]. Cell line: DU-145. Synergy scores: CSS=9.10, Synergy_ZIP=-9.00, Synergy_Bliss=-15.3, Synergy_Loewe=-12.6, Synergy_HSA=-10.7. (3) Drug 1: CN(CC1=CN=C2C(=N1)C(=NC(=N2)N)N)C3=CC=C(C=C3)C(=O)NC(CCC(=O)O)C(=O)O. Drug 2: CCCCCOC(=O)NC1=NC(=O)N(C=C1F)C2C(C(C(O2)C)O)O. Cell line: IGROV1. Synergy scores: CSS=19.6, Synergy_ZIP=-2.78, Synergy_Bliss=-5.13, Synergy_Loewe=-47.9, Synergy_HSA=-4.19. (4) Drug 2: CN(C(=O)NC(C=O)C(C(C(CO)O)O)O)N=O. Cell line: MCF7. Drug 1: CC1C(C(CC(O1)OC2CC(CC3=C2C(=C4C(=C3O)C(=O)C5=C(C4=O)C(=CC=C5)OC)O)(C(=O)C)O)N)O.Cl. Synergy scores: CSS=4.69, Synergy_ZIP=-8.19, Synergy_Bliss=-1.58, Synergy_Loewe=-34.9, Synergy_HSA=-2.11. (5) Drug 1: CC(C1=C(C=CC(=C1Cl)F)Cl)OC2=C(N=CC(=C2)C3=CN(N=C3)C4CCNCC4)N. Drug 2: C1CN(CCN1C(=O)CCBr)C(=O)CCBr. Cell line: HCT116. Synergy scores: CSS=18.0, Synergy_ZIP=-11.4, Synergy_Bliss=-7.18, Synergy_Loewe=-7.19, Synergy_HSA=-6.30. (6) Drug 1: CS(=O)(=O)CCNCC1=CC=C(O1)C2=CC3=C(C=C2)N=CN=C3NC4=CC(=C(C=C4)OCC5=CC(=CC=C5)F)Cl. Drug 2: CS(=O)(=O)OCCCCOS(=O)(=O)C. Cell line: SK-MEL-2. Synergy scores: CSS=19.1, Synergy_ZIP=-5.23, Synergy_Bliss=-3.45, Synergy_Loewe=7.69, Synergy_HSA=3.54. (7) Drug 1: CC1=C(C=C(C=C1)NC2=NC=CC(=N2)N(C)C3=CC4=NN(C(=C4C=C3)C)C)S(=O)(=O)N.Cl. Drug 2: CNC(=O)C1=CC=CC=C1SC2=CC3=C(C=C2)C(=NN3)C=CC4=CC=CC=N4. Cell line: SNB-75. Synergy scores: CSS=4.35, Synergy_ZIP=-1.19, Synergy_Bliss=1.44, Synergy_Loewe=2.56, Synergy_HSA=2.65. (8) Drug 1: CN1CCC(CC1)COC2=C(C=C3C(=C2)N=CN=C3NC4=C(C=C(C=C4)Br)F)OC. Drug 2: C1CC(=O)NC(=O)C1N2CC3=C(C2=O)C=CC=C3N. Cell line: COLO 205. Synergy scores: CSS=-11.8, Synergy_ZIP=1.74, Synergy_Bliss=-6.04, Synergy_Loewe=-12.8, Synergy_HSA=-13.6. (9) Drug 1: COCCOC1=C(C=C2C(=C1)C(=NC=N2)NC3=CC=CC(=C3)C#C)OCCOC.Cl. Drug 2: N.N.Cl[Pt+2]Cl. Cell line: SW-620. Synergy scores: CSS=20.1, Synergy_ZIP=-11.0, Synergy_Bliss=-1.51, Synergy_Loewe=-5.99, Synergy_HSA=-0.661.